Dataset: NCI-60 drug combinations with 297,098 pairs across 59 cell lines. Task: Regression. Given two drug SMILES strings and cell line genomic features, predict the synergy score measuring deviation from expected non-interaction effect. (1) Drug 1: C1CN1P(=S)(N2CC2)N3CC3. Drug 2: CN1C2=C(C=C(C=C2)N(CCCl)CCCl)N=C1CCCC(=O)O.Cl. Cell line: HOP-92. Synergy scores: CSS=9.82, Synergy_ZIP=-2.01, Synergy_Bliss=-1.66, Synergy_Loewe=-4.93, Synergy_HSA=-2.91. (2) Drug 1: CC1=C(C=C(C=C1)C(=O)NC2=CC(=CC(=C2)C(F)(F)F)N3C=C(N=C3)C)NC4=NC=CC(=N4)C5=CN=CC=C5. Drug 2: CS(=O)(=O)CCNCC1=CC=C(O1)C2=CC3=C(C=C2)N=CN=C3NC4=CC(=C(C=C4)OCC5=CC(=CC=C5)F)Cl. Cell line: BT-549. Synergy scores: CSS=-4.88, Synergy_ZIP=1.63, Synergy_Bliss=-2.91, Synergy_Loewe=-7.89, Synergy_HSA=-7.89. (3) Drug 1: CCC1(CC2CC(C3=C(CCN(C2)C1)C4=CC=CC=C4N3)(C5=C(C=C6C(=C5)C78CCN9C7C(C=CC9)(C(C(C8N6C)(C(=O)OC)O)OC(=O)C)CC)OC)C(=O)OC)O.OS(=O)(=O)O. Drug 2: C1CN(CCN1C(=O)CCBr)C(=O)CCBr. Cell line: OVCAR-4. Synergy scores: CSS=5.70, Synergy_ZIP=-0.0575, Synergy_Bliss=0.650, Synergy_Loewe=1.25, Synergy_HSA=-0.960. (4) Drug 1: C1=CC(=CC=C1CC(C(=O)O)N)N(CCCl)CCCl.Cl. Drug 2: CC12CCC3C(C1CCC2O)C(CC4=C3C=CC(=C4)O)CCCCCCCCCS(=O)CCCC(C(F)(F)F)(F)F. Cell line: OVCAR-5. Synergy scores: CSS=2.60, Synergy_ZIP=-1.28, Synergy_Bliss=-0.407, Synergy_Loewe=-3.40, Synergy_HSA=-3.36. (5) Drug 1: CCC(=C(C1=CC=CC=C1)C2=CC=C(C=C2)OCCN(C)C)C3=CC=CC=C3.C(C(=O)O)C(CC(=O)O)(C(=O)O)O. Drug 2: C1C(C(OC1N2C=NC(=NC2=O)N)CO)O. Cell line: HT29. Synergy scores: CSS=11.6, Synergy_ZIP=-0.994, Synergy_Bliss=8.41, Synergy_Loewe=3.87, Synergy_HSA=4.80. (6) Drug 1: C1=CC(=CC=C1C#N)C(C2=CC=C(C=C2)C#N)N3C=NC=N3. Drug 2: CC1=C2C(C(=O)C3(C(CC4C(C3C(C(C2(C)C)(CC1OC(=O)C(C(C5=CC=CC=C5)NC(=O)OC(C)(C)C)O)O)OC(=O)C6=CC=CC=C6)(CO4)OC(=O)C)O)C)O. Cell line: NCI-H522. Synergy scores: CSS=-5.82, Synergy_ZIP=5.65, Synergy_Bliss=3.84, Synergy_Loewe=-5.90, Synergy_HSA=-7.46. (7) Drug 1: C1=CC(=CC=C1CCCC(=O)O)N(CCCl)CCCl. Drug 2: CC1=C(C(CCC1)(C)C)C=CC(=CC=CC(=CC(=O)O)C)C. Cell line: HCC-2998. Synergy scores: CSS=2.64, Synergy_ZIP=-6.30, Synergy_Bliss=-6.49, Synergy_Loewe=-9.62, Synergy_HSA=-7.44.